This data is from Reaction yield outcomes from USPTO patents with 853,638 reactions. The task is: Predict the reaction yield, written as a fraction of the theoretical maximum amount of product (1.0 means a 100% yield; for example, 0.34 means a 34% yield). (1) The reactants are [OH:1][C:2]1[CH:3]=[C:4]([CH:7]=[CH:8][C:9]=1[OH:10])[CH:5]=[O:6].C([O-])([O-])=O.[K+].[K+].Br[CH2:18][CH:19]1[CH2:21][CH2:20]1.Cl. The catalyst is CN(C=O)C.CCOC(C)=O. The product is [CH:19]1([CH2:18][O:10][C:9]2[CH:8]=[CH:7][C:4]([CH:5]=[O:6])=[CH:3][C:2]=2[OH:1])[CH2:21][CH2:20]1. The yield is 0.532. (2) The reactants are [OH:1][C:2]1[CH:3]=[C:4]([CH:7]=[CH:8][C:9]=1[OH:10])[CH:5]=[O:6].C(=O)([O-])[O-].[K+].[K+].Br[CH:18]([CH3:20])[CH3:19].Cl. The product is [OH:1][C:2]1[CH:3]=[C:4]([CH:7]=[CH:8][C:9]=1[O:10][CH:18]([CH3:20])[CH3:19])[CH:5]=[O:6]. The yield is 0.280. The catalyst is CN(C)C=O.O.C(OCC)(=O)C. (3) The reactants are Cl.[CH3:2][C:3]1[CH:8]=[CH:7][C:6]([NH:9]N)=[CH:5][CH:4]=1.[O:11]1[CH:15]=[CH:14][CH2:13][CH2:12]1.C(OCC)C. The catalyst is O1CCOCC1.O. The product is [CH3:2][C:3]1[CH:8]=[C:7]2[C:6](=[CH:5][CH:4]=1)[NH:9][CH:15]=[C:14]2[CH2:13][CH2:12][OH:11]. The yield is 0.180. (4) The reactants are [Br:1][C:2]1[CH:7]=[CH:6][C:5]([CH2:8][C:9]([OH:11])=[O:10])=[CH:4][CH:3]=1.[CH:12]1[CH:17]=[N:16][CH:15]=[C:14]([CH:18]=O)[CH:13]=1.C(N(CC)CC)C.O. The catalyst is C(OC(=O)C)(=O)C. The product is [Br:1][C:2]1[CH:3]=[CH:4][C:5](/[C:8](=[CH:18]\[C:14]2[CH:15]=[N:16][CH:17]=[CH:12][CH:13]=2)/[C:9]([OH:11])=[O:10])=[CH:6][CH:7]=1. The yield is 0.520. (5) The reactants are [C:1]([C:3]1[C:4]([I:17])=[C:5]([C:12]([O:14][CH2:15][CH3:16])=[O:13])[S:6][C:7]=1S(C)(=O)=O)#[N:2].Cl.[F:19][CH2:20][CH:21]1[O:26][CH2:25][CH2:24][NH:23][CH2:22]1.C1COCC1. No catalyst specified. The product is [C:1]([C:3]1[C:4]([I:17])=[C:5]([C:12]([O:14][CH2:15][CH3:16])=[O:13])[S:6][C:7]=1[N:23]1[CH2:24][CH2:25][O:26][CH:21]([CH2:20][F:19])[CH2:22]1)#[N:2]. The yield is 0.364. (6) The reactants are [CH2:1]([O:8][C:9]1[CH:10]=[C:11]([C:15]2[CH:31]=[C:18]3[N:19]=[C:20]([CH3:30])[C:21]([CH:24]([OH:29])[C:25]([O:27][CH3:28])=[O:26])=[C:22]([Cl:23])[N:17]3[N:16]=2)[CH:12]=[CH:13][CH:14]=1)[C:2]1[CH:7]=[CH:6][CH:5]=[CH:4][CH:3]=1.C(Cl)Cl.Cl(O)(=O)(=O)=O. The catalyst is C(OC(C)(C)C)(=O)C. The product is [CH2:1]([O:8][C:9]1[CH:10]=[C:11]([C:15]2[CH:31]=[C:18]3[N:19]=[C:20]([CH3:30])[C:21]([CH:24]([O:29][C:2]([CH3:7])([CH3:3])[CH3:1])[C:25]([O:27][CH3:28])=[O:26])=[C:22]([Cl:23])[N:17]3[N:16]=2)[CH:12]=[CH:13][CH:14]=1)[C:2]1[CH:3]=[CH:4][CH:5]=[CH:6][CH:7]=1. The yield is 0.920. (7) The reactants are [CH3:1][O:2][C:3](=[O:15])[C@H:4]([NH2:14])[CH2:5][O:6][CH2:7][C:8]1[CH:13]=[CH:12][CH:11]=[CH:10][CH:9]=1.C(O)(=O)C.[F:20][C:21]1[CH:28]=[CH:27][C:24]([CH:25]=O)=[CH:23][CH:22]=1.C([BH3-])#N.[Na+]. The catalyst is CO.C(OCC)(=O)C. The product is [CH3:1][O:2][C:3](=[O:15])[C@H:4]([NH:14][CH2:25][C:24]1[CH:27]=[CH:28][C:21]([F:20])=[CH:22][CH:23]=1)[CH2:5][O:6][CH2:7][C:8]1[CH:13]=[CH:12][CH:11]=[CH:10][CH:9]=1. The yield is 0.600. (8) The reactants are [C:1]12([NH:11][CH2:12][C:13]3[S:14][CH:15]=[CH:16][N:17]=3)[CH2:10][CH:5]3[CH2:6][CH:7]([CH2:9][CH:3]([CH2:4]3)[CH2:2]1)[CH2:8]2.[Li]CCCC.C(Br)(Br)(Br)[Br:24]. The catalyst is C1COCC1. The product is [C:1]12([NH:11][CH2:12][C:13]3[S:14][C:15]([Br:24])=[CH:16][N:17]=3)[CH2:10][CH:5]3[CH2:4][CH:3]([CH2:9][CH:7]([CH2:6]3)[CH2:8]1)[CH2:2]2. The yield is 0.570. (9) The reactants are C1C([C:7]2[C:16](=O)[C:15]3[CH:14]=[CH:13][C:12](O)=[CH:11][C:10]=3[O:9][CH:8]=2)=CC=C(O)C=1.C(N(C(C)C)CC)(C)C.ClC[O:31]C.C(=O)(O)[O-].[Na+]. The catalyst is CCOC(C)=O.CCCCCC.ClCCl.O. The product is [O:9]1[C:10]2[C:15](=[CH:14][CH:13]=[CH:12][CH:11]=2)[CH:16]=[CH:7][C:8]1=[O:31]. The yield is 0.970.